Dataset: Reaction yield outcomes from USPTO patents with 853,638 reactions. Task: Predict the reaction yield, written as a fraction of the theoretical maximum amount of product (1.0 means a 100% yield; for example, 0.34 means a 34% yield). The reactants are [C:1]1([C:7](=[O:19])[CH2:8][CH2:9][CH2:10][C:11]([C:13]2[CH:18]=[CH:17][CH:16]=[CH:15][CH:14]=2)=[O:12])[CH:6]=[CH:5][CH:4]=[CH:3][CH:2]=1.[H-].[H-].[H-].[H-].[Li+].[Al+3].O1CCCC1.O. The catalyst is C(OCC)(=O)C. The product is [C:13]1([CH:11]([OH:12])[CH2:10][CH2:9][CH2:8][CH:7]([C:1]2[CH:6]=[CH:5][CH:4]=[CH:3][CH:2]=2)[OH:19])[CH:14]=[CH:15][CH:16]=[CH:17][CH:18]=1. The yield is 0.850.